From a dataset of NCI-60 drug combinations with 297,098 pairs across 59 cell lines. Regression. Given two drug SMILES strings and cell line genomic features, predict the synergy score measuring deviation from expected non-interaction effect. (1) Drug 1: C1=CN(C=N1)CC(O)(P(=O)(O)O)P(=O)(O)O. Drug 2: B(C(CC(C)C)NC(=O)C(CC1=CC=CC=C1)NC(=O)C2=NC=CN=C2)(O)O. Cell line: HCC-2998. Synergy scores: CSS=52.8, Synergy_ZIP=0.944, Synergy_Bliss=1.36, Synergy_Loewe=-8.48, Synergy_HSA=-7.23. (2) Drug 1: C1=CC(=C2C(=C1NCCNCCO)C(=O)C3=C(C=CC(=C3C2=O)O)O)NCCNCCO. Drug 2: CCCS(=O)(=O)NC1=C(C(=C(C=C1)F)C(=O)C2=CNC3=C2C=C(C=N3)C4=CC=C(C=C4)Cl)F. Cell line: SN12C. Synergy scores: CSS=49.2, Synergy_ZIP=13.0, Synergy_Bliss=7.55, Synergy_Loewe=-26.2, Synergy_HSA=6.34.